Dataset: Peptide-MHC class I binding affinity with 185,985 pairs from IEDB/IMGT. Task: Regression. Given a peptide amino acid sequence and an MHC pseudo amino acid sequence, predict their binding affinity value. This is MHC class I binding data. (1) The peptide sequence is NLDRSNDKV. The MHC is HLA-A02:01 with pseudo-sequence HLA-A02:01. The binding affinity (normalized) is 0.0472. (2) The peptide sequence is KVGNCDETV. The MHC is HLA-A02:01 with pseudo-sequence HLA-A02:01. The binding affinity (normalized) is 0.752. (3) The peptide sequence is RWFVRNPFF. The MHC is HLA-C04:01 with pseudo-sequence HLA-C04:01. The binding affinity (normalized) is 0.213. (4) The peptide sequence is YMKFFGNFK. The MHC is HLA-A02:19 with pseudo-sequence HLA-A02:19. The binding affinity (normalized) is 0.0847. (5) The MHC is HLA-B08:01 with pseudo-sequence HLA-B08:01. The binding affinity (normalized) is 0.213. The peptide sequence is LLQAIGAAA. (6) The peptide sequence is NLQSLTNLL. The MHC is HLA-A02:01 with pseudo-sequence HLA-A02:01. The binding affinity (normalized) is 0.271.